This data is from Forward reaction prediction with 1.9M reactions from USPTO patents (1976-2016). The task is: Predict the product of the given reaction. (1) Given the reactants C[O:2][C:3]1[N:8]=[C:7](S(C)(=O)=O)[N:6]=[C:5]([C:13]2[CH:29]=[CH:28][C:16]3[NH:17][C:18]([NH:20][C:21]([C:23]4[S:24][CH:25]=[CH:26][CH:27]=4)=[O:22])=[N:19][C:15]=3[CH:14]=2)[CH:4]=1.[Cl:30][C:31]1[CH:39]=[C:38]([Cl:40])[CH:37]=[CH:36][C:32]=1[CH2:33][CH2:34][NH2:35], predict the reaction product. The product is: [Cl:30][C:31]1[CH:39]=[C:38]([Cl:40])[CH:37]=[CH:36][C:32]=1[CH2:33][CH2:34][NH:35][C:7]1[NH:8][C:3](=[O:2])[CH:4]=[C:5]([C:13]2[CH:29]=[CH:28][C:16]3[NH:17][C:18]([NH:20][C:21]([C:23]4[S:24][CH:25]=[CH:26][CH:27]=4)=[O:22])=[N:19][C:15]=3[CH:14]=2)[N:6]=1. (2) Given the reactants C(OC([NH:8][CH2:9][CH2:10][CH:11]([N:13]1[C:21]2[C:16](=[CH:17][CH:18]=[C:19]([C:22]([O:24][CH2:25][CH3:26])=[O:23])[CH:20]=2)[CH:15]=[C:14]1[C:27](OCC)=[O:28])[CH3:12])=O)(C)(C)C.C(O)(C(F)(F)F)=O.C(N(CC)CC)C.C([O-])([O-])=O.[K+].[K+], predict the reaction product. The product is: [CH3:12][CH:11]1[N:13]2[C:21]3[CH:20]=[C:19]([C:22]([O:24][CH2:25][CH3:26])=[O:23])[CH:18]=[CH:17][C:16]=3[CH:15]=[C:14]2[C:27](=[O:28])[NH:8][CH2:9][CH2:10]1. (3) Given the reactants [CH3:1][O:2][C:3](=[O:23])[CH2:4][C:5]1[CH:6]=[C:7]([C:11]2[C:16]([O:17][CH3:18])=[CH:15][CH:14]=[CH:13][C:12]=2[CH2:19][NH:20][CH2:21][CH3:22])[CH:8]=[CH:9][CH:10]=1.Cl[C:25]([O:27][CH2:28][C:29]1[CH:34]=[CH:33][CH:32]=[CH:31][CH:30]=1)=[O:26], predict the reaction product. The product is: [CH3:1][O:2][C:3](=[O:23])[CH2:4][C:5]1[CH:6]=[C:7]([C:11]2[C:16]([O:17][CH3:18])=[CH:15][CH:14]=[CH:13][C:12]=2[CH2:19][N:20]([C:25]([O:27][CH2:28][C:29]2[CH:34]=[CH:33][CH:32]=[CH:31][CH:30]=2)=[O:26])[CH2:21][CH3:22])[CH:8]=[CH:9][CH:10]=1. (4) Given the reactants ICCCOC/C=C/C1C=CC2OCC[O:16][C:11]=2C=1.[NH:19]1[CH2:24][CH2:23][CH2:22][CH2:21][CH2:20]1.[C:25](=[O:28])([O-:27])[O-].[Na+].[Na+].CS(C)=[O:33], predict the reaction product. The product is: [NH:19]1[CH2:24][CH2:23][CH2:22][CH2:21][CH2:20]1.[C:11]([O-:16])(=[O:33])[C:25]([O-:27])=[O:28]. (5) Given the reactants [CH2:1]([C:8]1([N:19]2[CH2:28][C@H:27]([F:29])[CH2:26][C@H:20]2[C:21]([N:23]([CH3:25])[CH3:24])=[O:22])[C:16]2[C:11](=[CH:12][CH:13]=[C:14]([Cl:17])[CH:15]=2)[NH:10][C:9]1=[O:18])[C:2]1[CH:7]=[CH:6][CH:5]=[CH:4][CH:3]=1.[CH3:30][O:31][C:32]1[CH:37]=[CH:36][C:35]([S:38](Cl)(=[O:40])=[O:39])=[C:34]([O:42][C:43]([F:46])([F:45])[F:44])[CH:33]=1, predict the reaction product. The product is: [CH2:1]([C:8]1([N:19]2[CH2:28][C@H:27]([F:29])[CH2:26][C@H:20]2[C:21]([N:23]([CH3:25])[CH3:24])=[O:22])[C:16]2[C:11](=[CH:12][CH:13]=[C:14]([Cl:17])[CH:15]=2)[N:10]([S:38]([C:35]2[CH:36]=[CH:37][C:32]([O:31][CH3:30])=[CH:33][C:34]=2[O:42][C:43]([F:44])([F:45])[F:46])(=[O:40])=[O:39])[C:9]1=[O:18])[C:2]1[CH:7]=[CH:6][CH:5]=[CH:4][CH:3]=1. (6) Given the reactants [C:1]([O:6][CH:7]1[CH:11]2[O:12][C:13](=[O:19])[CH:14]3[CH:15]([C:16](O)=[O:17])[CH:8]1[CH2:9][CH:10]23)(=[O:5])[C:2]([CH3:4])=[CH2:3].C(Cl)(=O)C([Cl:23])=O, predict the reaction product. The product is: [C:1]([O:6][CH:7]1[CH:11]2[O:12][C:13](=[O:19])[CH:14]3[CH:15]([C:16]([Cl:23])=[O:17])[CH:8]1[CH2:9][CH:10]23)(=[O:5])[C:2]([CH3:4])=[CH2:3]. (7) Given the reactants [N:1]1[CH:6]=[C:5](B(O)O)[CH:4]=[N:3][CH:2]=1.Br[C:11]1[CH:16]=[CH:15][C:14]([C:17]2[O:18][C:19]([CH3:30])=[C:20]([CH2:22][CH2:23][N:24]3[CH2:28][CH2:27][CH2:26][C@H:25]3[CH3:29])[N:21]=2)=[CH:13][CH:12]=1, predict the reaction product. The product is: [CH3:30][C:19]1[O:18][C:17]([C:14]2[CH:15]=[CH:16][C:11]([C:5]3[CH:6]=[N:1][CH:2]=[N:3][CH:4]=3)=[CH:12][CH:13]=2)=[N:21][C:20]=1[CH2:22][CH2:23][N:24]1[CH2:28][CH2:27][CH2:26][C@H:25]1[CH3:29].